This data is from Catalyst prediction with 721,799 reactions and 888 catalyst types from USPTO. The task is: Predict which catalyst facilitates the given reaction. (1) Reactant: [N:1]([CH:4]([C:9]1[CH:14]=[CH:13][C:12]([C:15]([F:18])([F:17])[F:16])=[CH:11][CH:10]=1)[C:5]([O:7][CH3:8])=[O:6])=[N+]=[N-]. Product: [NH2:1][CH:4]([C:9]1[CH:14]=[CH:13][C:12]([C:15]([F:16])([F:17])[F:18])=[CH:11][CH:10]=1)[C:5]([O:7][CH3:8])=[O:6]. The catalyst class is: 129. (2) Reactant: [C:1]([N:5]1[C:9](=[O:10])[C:8](Cl)=[C:7]([C:12]2[CH:17]=[CH:16][CH:15]=[CH:14][CH:13]=2)[S:6]1(=[O:19])=[O:18])([CH3:4])([CH3:3])[CH3:2].[O:20]1[CH2:25][CH2:24][N:23]([C:26]2[CH:32]=[CH:31][C:29]([NH2:30])=[CH:28][CH:27]=2)[CH2:22][CH2:21]1.CCOC(C)=O. Product: [C:1]([N:5]1[C:9](=[O:10])[C:8]([NH:30][C:29]2[CH:28]=[CH:27][C:26]([N:23]3[CH2:24][CH2:25][O:20][CH2:21][CH2:22]3)=[CH:32][CH:31]=2)=[C:7]([C:12]2[CH:17]=[CH:16][CH:15]=[CH:14][CH:13]=2)[S:6]1(=[O:19])=[O:18])([CH3:4])([CH3:3])[CH3:2]. The catalyst class is: 3. (3) Reactant: [C:1]([NH:8][CH2:9][C:10](=[O:16])[CH2:11][CH2:12][C:13]([OH:15])=[O:14])([O:3][C:4]([CH3:7])([CH3:6])[CH3:5])=[O:2].Br[CH:18]([C:26]1[CH:31]=[CH:30][CH:29]=[CH:28][CH:27]=1)[C:19]([O:21][C:22]([CH3:25])([CH3:24])[CH3:23])=[O:20].C(N(CC)CC)C. Product: [C:1]([NH:8][CH2:9][C:10](=[O:16])[CH2:11][CH2:12][C:13]([O:15][CH:18]([C:26]1[CH:31]=[CH:30][CH:29]=[CH:28][CH:27]=1)[C:19]([O:21][C:22]([CH3:25])([CH3:23])[CH3:24])=[O:20])=[O:14])([O:3][C:4]([CH3:7])([CH3:6])[CH3:5])=[O:2]. The catalyst class is: 13. (4) Reactant: C(NC(C)C)(C)C.[Li]CCCC.CCCCC.[C:18]([O:22][C:23]([N:25]1[CH2:30][CH2:29][C:28](=[O:31])[CH2:27][CH2:26]1)=[O:24])([CH3:21])([CH3:20])[CH3:19].[F:32][C:33]([F:44])([F:43])[S:34](C(S(N)(=O)=O)C)(=[O:36])=[O:35]. Product: [C:18]([O:22][C:23]([N:25]1[CH2:26][CH:27]=[C:28]([O:31][S:34]([C:33]([F:44])([F:43])[F:32])(=[O:36])=[O:35])[CH2:29][CH2:30]1)=[O:24])([CH3:21])([CH3:19])[CH3:20]. The catalyst class is: 1. (5) Reactant: [Cl:1][C:2]1[C:3]([N:17]2[CH2:22][C@H:21]([CH3:23])[O:20][C@H:19]([CH3:24])[CH2:18]2)=[C:4]([CH:9]=[C:10]([C:13](=[N:15][OH:16])[CH3:14])[C:11]=1F)[C:5]([O:7]C)=[O:6].C([O-])([O-])=O.[Cs+].[Cs+]. Product: [Cl:1][C:2]1[C:11]2[O:16][N:15]=[C:13]([CH3:14])[C:10]=2[CH:9]=[C:4]([C:5]([OH:7])=[O:6])[C:3]=1[N:17]1[CH2:22][C@H:21]([CH3:23])[O:20][C@H:19]([CH3:24])[CH2:18]1. The catalyst class is: 3. (6) Reactant: Br[CH2:2][C:3]([C:5]1[CH:12]=[CH:11][C:8]([CH:9]=[O:10])=[CH:7][CH:6]=1)=O.[NH2:13][C:14]1[S:15][CH:16]=[CH:17][N:18]=1. Product: [S:15]1[CH:16]=[CH:17][N:18]2[CH:2]=[C:3]([C:5]3[CH:12]=[CH:11][C:8]([CH:9]=[O:10])=[CH:7][CH:6]=3)[N:13]=[C:14]12. The catalyst class is: 3.